This data is from Forward reaction prediction with 1.9M reactions from USPTO patents (1976-2016). The task is: Predict the product of the given reaction. (1) Given the reactants [CH:1]1[C:10]2[C:5](=[CH:6][CH:7]=[CH:8][CH:9]=2)[C:4]([S:11](Cl)(=[O:13])=[O:12])=[CH:3][CH:2]=1.[N+:15]([C:18]1[CH:23]=[CH:22][CH:21]=[CH:20][CH:19]=1)([O-:17])=[O:16].[OH-].[Na+].[N:26]1C=CC=CC=1, predict the reaction product. The product is: [C:4]1([S:11]([NH:26][C:21]2[CH:22]=[CH:23][C:18]([N+:15]([O-:17])=[O:16])=[CH:19][CH:20]=2)(=[O:13])=[O:12])[C:5]2[C:10](=[CH:9][CH:8]=[CH:7][CH:6]=2)[CH:1]=[CH:2][CH:3]=1. (2) Given the reactants [OH:1][C@@H:2]1[C:11]2[C:10]([CH2:12][O:13][CH3:14])=[CH:9][N:8]3[C:15]([CH3:19])=[C:16]([CH3:18])[N:17]=[C:7]3[C:6]=2[NH:5][C@H:4]([C:20]2[CH:25]=[CH:24][CH:23]=[CH:22][CH:21]=2)[C@H:3]1[OH:26].[CH2:27](O)[CH3:28], predict the reaction product. The product is: [OH:26][C@H:3]1[C@H:2]([O:1][CH2:27][CH3:28])[C:11]2[C:10]([CH2:12][O:13][CH3:14])=[CH:9][N:8]3[C:15]([CH3:19])=[C:16]([CH3:18])[N:17]=[C:7]3[C:6]=2[NH:5][C@@H:4]1[C:20]1[CH:21]=[CH:22][CH:23]=[CH:24][CH:25]=1. (3) Given the reactants [F:1][C:2]1[C:3]([OH:22])=[CH:4][C:5]2[CH2:6][CH2:7][CH:8]([CH:13]3[CH2:18][CH2:17][CH:16]([CH2:19][CH2:20][CH3:21])[CH2:15][CH2:14]3)[CH2:9][C:10]=2[C:11]=1[F:12].[CH:23]#[C:24][CH:25](O)[CH2:26][CH2:27][CH3:28].C1(P(C2C=CC=CC=2)C2C=CC=CC=2)C=CC=CC=1.CC(OC(/N=N/C(OC(C)C)=O)=O)C, predict the reaction product. The product is: [C:24]([CH:25]([O:22][C:3]1[CH:4]=[C:5]2[C:10](=[C:11]([F:12])[C:2]=1[F:1])[CH2:9][CH:8]([CH:13]1[CH2:18][CH2:17][CH:16]([CH2:19][CH2:20][CH3:21])[CH2:15][CH2:14]1)[CH2:7][CH2:6]2)[CH2:26][CH2:27][CH3:28])#[CH:23]. (4) The product is: [N:5]1([C:3](=[O:4])[CH2:2][O:29][C:16]2[CH:15]=[C:14]3[C:19]([C:20]4[N:24]5[CH2:25][CH2:26][O:27][CH2:28][C:23]5=[N:22][C:21]=4[C:12]([NH2:11])=[N:13]3)=[CH:18][CH:17]=2)[CH2:10][CH2:9][O:8][CH2:7][CH2:6]1. Given the reactants Br[CH2:2][C:3]([N:5]1[CH2:10][CH2:9][O:8][CH2:7][CH2:6]1)=[O:4].[NH2:11][C:12]1[C:21]2[N:22]=[C:23]3[CH2:28][O:27][CH2:26][CH2:25][N:24]3[C:20]=2[C:19]2[C:14](=[CH:15][C:16]([OH:29])=[CH:17][CH:18]=2)[N:13]=1.C(=O)([O-])[O-].[Cs+].[Cs+], predict the reaction product. (5) Given the reactants [CH2:1]([N:4]1[C:12]2[C:11](=[O:13])[N:10]([CH2:14][C:15]3([OH:28])[CH2:20][CH2:19][N:18](C(OC(C)(C)C)=O)[CH2:17][CH2:16]3)[CH:9]=[N:8][C:7]=2[CH:6]=[CH:5]1)[CH:2]=[CH2:3].[C:29]([OH:35])([C:31]([F:34])([F:33])[F:32])=[O:30], predict the reaction product. The product is: [F:32][C:31]([F:34])([F:33])[C:29]([OH:35])=[O:30].[CH2:1]([N:4]1[C:12]2[C:11](=[O:13])[N:10]([CH2:14][C:15]3([OH:28])[CH2:20][CH2:19][NH:18][CH2:17][CH2:16]3)[CH:9]=[N:8][C:7]=2[CH:6]=[CH:5]1)[CH:2]=[CH2:3]. (6) The product is: [CH3:34][CH:35]([CH3:39])[CH2:36]/[CH:37]=[C:4](/[NH:5][C:6]([O:8][CH2:9][C:10]1[CH:11]=[CH:12][CH:13]=[CH:14][CH:15]=1)=[O:7])\[C:3]([O:2][CH3:1])=[O:22]. Given the reactants [CH3:1][O:2][C:3](=[O:22])[CH:4](P(OC)(OC)=O)[NH:5][C:6]([O:8][CH2:9][C:10]1[CH:15]=[CH:14][CH:13]=[CH:12][CH:11]=1)=[O:7].C1CCN2C(=NCCC2)CC1.[CH3:34][CH:35]([CH3:39])[CH2:36][CH:37]=O, predict the reaction product. (7) Given the reactants [Br:1][C:2]1[CH:3]=[N:4][CH:5]=[C:6]([CH:10]=1)C(O)=O.C[N:12]1[CH2:17]COCC1.C1(P(N=[N+]=[N-])(C2C=CC=CC=2)=[O:25])C=CC=CC=1.[CH2:35]([OH:42])[C:36]1[CH:41]=[CH:40][CH:39]=[CH:38][CH:37]=1, predict the reaction product. The product is: [CH2:35]([O:42][C:17](=[O:25])[NH:12][C:6]1[CH:5]=[N:4][CH:3]=[C:2]([Br:1])[CH:10]=1)[C:36]1[CH:41]=[CH:40][CH:39]=[CH:38][CH:37]=1. (8) Given the reactants C[C:2]1[CH:3]=[N:4][CH:5]=[C:6]([CH:10]=1)[C:7](O)=O.C([N:14]([CH2:18]C)C(C)C)(C)C.C1(P(N=[N+]=[N-])(C2C=CC=CC=2)=[O:27])C=CC=CC=1.[C:37]([OH:41])([CH3:40])([CH3:39])[CH3:38], predict the reaction product. The product is: [C:37]([O:41][C:18](=[O:27])[NH:14][C:2]1[CH:3]=[N:4][CH:5]=[C:6]([CH3:7])[CH:10]=1)([CH3:40])([CH3:39])[CH3:38]. (9) Given the reactants [CH3:1][O:2][P:3]([C:7]1[CH:12]=[CH:11][C:10]([B:13]([OH:15])[OH:14])=[CH:9][CH:8]=1)([O:5][CH3:6])=[O:4].O[C:17]([C:20](O)([CH3:22])[CH3:21])([CH3:19])[CH3:18], predict the reaction product. The product is: [CH3:1][O:2][P:3]([C:7]1[CH:8]=[CH:9][C:10]([B:13]2[O:15][C:20]([CH3:22])([CH3:21])[C:17]([CH3:19])([CH3:18])[O:14]2)=[CH:11][CH:12]=1)(=[O:4])[O:5][CH3:6].